This data is from CYP2C9 inhibition data for predicting drug metabolism from PubChem BioAssay. The task is: Regression/Classification. Given a drug SMILES string, predict its absorption, distribution, metabolism, or excretion properties. Task type varies by dataset: regression for continuous measurements (e.g., permeability, clearance, half-life) or binary classification for categorical outcomes (e.g., BBB penetration, CYP inhibition). Dataset: cyp2c9_veith. (1) The drug is C[C@@H](N1CCOCC1)[C@@](O)(c1ccccc1)c1ccccn1. The result is 0 (non-inhibitor). (2) The compound is CC(=O)NC(NC(C)=O)c1ccc(Br)cc1. The result is 0 (non-inhibitor). (3) The compound is Cc1ccc(OCC(=O)NNC(=O)CCC(=O)Nc2ccc(C)cc2C)cc1. The result is 0 (non-inhibitor). (4) The drug is Cc1nnc(-c2cccc(Br)c2)c2cn(-c3ccccc3Cl)nc12. The result is 1 (inhibitor). (5) The molecule is Cn1cc(-c2nc3cnc(N4CCNCC4)nc3n(C3CC3)c2=O)c2ccccc21. The result is 1 (inhibitor).